From a dataset of Peptide-MHC class II binding affinity with 134,281 pairs from IEDB. Regression. Given a peptide amino acid sequence and an MHC pseudo amino acid sequence, predict their binding affinity value. This is MHC class II binding data. The peptide sequence is GIDIFASKNFHLQKN. The MHC is HLA-DPA10301-DPB10402 with pseudo-sequence HLA-DPA10301-DPB10402. The binding affinity (normalized) is 0.494.